Dataset: Catalyst prediction with 721,799 reactions and 888 catalyst types from USPTO. Task: Predict which catalyst facilitates the given reaction. (1) Reactant: [CH2:1]([C:8]1[N:12]=[C:11]([NH2:13])[NH:10][N:9]=1)[C:2]1[CH:7]=[CH:6][CH:5]=[CH:4][CH:3]=1.[O:14]1[C:18]2[CH:19]=[CH:20][C:21]([C:23](=O)[CH2:24][C:25](OCC)=[O:26])=[CH:22][C:17]=2[O:16][CH2:15]1.CC1C=CC(S(O)(=O)=O)=CC=1. Product: [O:14]1[C:18]2[CH:19]=[CH:20][C:21]([C:23]3[NH:13][C:11]4[N:10]([N:9]=[C:8]([CH2:1][C:2]5[CH:3]=[CH:4][CH:5]=[CH:6][CH:7]=5)[N:12]=4)[C:25](=[O:26])[CH:24]=3)=[CH:22][C:17]=2[O:16][CH2:15]1. The catalyst class is: 114. (2) Reactant: [C:1](O)(=O)C.C(N)=N.COCCO.[NH2:13][C:14]1[CH:19]=[CH:18][CH:17]=[CH:16][C:15]=1[NH:20][C:21]1[CH:33]=[CH:32][C:24]([C:25]([O:27][C:28]([CH3:31])([CH3:30])[CH3:29])=[O:26])=[C:23]([NH:34][C:35]2[CH:40]=[CH:39][C:38]([F:41])=[CH:37][CH:36]=2)[CH:22]=1.C(OCC)(=O)C. Product: [N:20]1([C:21]2[CH:33]=[CH:32][C:24]([C:25]([O:27][C:28]([CH3:31])([CH3:30])[CH3:29])=[O:26])=[C:23]([NH:34][C:35]3[CH:36]=[CH:37][C:38]([F:41])=[CH:39][CH:40]=3)[CH:22]=2)[C:15]2[CH:16]=[CH:17][CH:18]=[CH:19][C:14]=2[N:13]=[CH:1]1. The catalyst class is: 6. (3) Reactant: [CH2:1]([N:8]1[CH2:16][C@H:15]2[C@:10]([CH3:22])([CH2:11][CH2:12][C:13]3[C:20](Br)=[CH:19][CH:18]=[CH:17][C:14]=32)[CH2:9]1)[C:2]1[CH:7]=[CH:6][CH:5]=[CH:4][CH:3]=1.C(=O)([O-])[O-].[Na+].[Na+].CO[CH2:31][CH2:32]OC. Product: [CH2:1]([N:8]1[CH2:16][C@H:15]2[C@:10]([CH3:22])([CH2:11][CH2:12][C:13]3[C:20]([CH:31]=[CH2:32])=[CH:19][CH:18]=[CH:17][C:14]=32)[CH2:9]1)[C:2]1[CH:7]=[CH:6][CH:5]=[CH:4][CH:3]=1. The catalyst class is: 40. (4) Reactant: [F:1][C:2]([F:6])([F:5])[CH2:3][SH:4].[H-].[Na+].Cl[CH2:10][C:11](=[O:13])[CH3:12]. Product: [F:1][C:2]([F:6])([F:5])[CH2:3][S:4][CH2:10][C:11](=[O:13])[CH3:12]. The catalyst class is: 1. (5) Reactant: O[CH:2]=[C:3]1[C:11]2[C:6](=[CH:7][CH:8]=[C:9]([CH2:12][C:13]3[CH:18]=[CH:17][C:16]([NH:19][C:20]([C:22]4[N:23]([CH2:28][CH3:29])[N:24]=[C:25]([CH3:27])[CH:26]=4)=[O:21])=[CH:15][CH:14]=3)[CH:10]=2)[NH:5][C:4]1=[O:30].C1COCC1.[CH3:36][N:37]1[CH2:42][CH2:41][N:40]([C:43]2[CH:48]=[CH:47][C:46]([NH2:49])=[CH:45][CH:44]=2)[CH2:39][CH2:38]1. Product: [CH3:36][N:37]1[CH2:38][CH2:39][N:40]([C:43]2[CH:48]=[CH:47][C:46]([NH:49][CH:2]=[C:3]3[C:11]4[C:6](=[CH:7][CH:8]=[C:9]([CH2:12][C:13]5[CH:14]=[CH:15][C:16]([NH:19][C:20]([C:22]6[N:23]([CH2:28][CH3:29])[N:24]=[C:25]([CH3:27])[CH:26]=6)=[O:21])=[CH:17][CH:18]=5)[CH:10]=4)[NH:5][C:4]3=[O:30])=[CH:45][CH:44]=2)[CH2:41][CH2:42]1. The catalyst class is: 25. (6) Reactant: Br[C:2]1[CH:7]=[CH:6][C:5]([S:8]([N:11]2[C:17]3[CH:18]=[CH:19][CH:20]=[CH:21][C:16]=3[CH2:15][N:14]3[C:22]([C:25]([NH:27][CH2:28][C:29]4[CH:30]=[N:31][CH:32]=[CH:33][CH:34]=4)=[O:26])=[CH:23][CH:24]=[C:13]3[CH2:12]2)(=[O:10])=[O:9])=[CH:4][CH:3]=1.[CH3:35][O:36][C:37]1[CH:42]=[CH:41][CH:40]=[CH:39][C:38]=1B(O)O.C(=O)([O-])[O-].[K+].[K+]. Product: [CH3:35][O:36][C:37]1[CH:42]=[CH:41][CH:40]=[CH:39][C:38]=1[C:2]1[CH:7]=[CH:6][C:5]([S:8]([N:11]2[C:17]3[CH:18]=[CH:19][CH:20]=[CH:21][C:16]=3[CH2:15][N:14]3[C:22]([C:25]([NH:27][CH2:28][C:29]4[CH:30]=[N:31][CH:32]=[CH:33][CH:34]=4)=[O:26])=[CH:23][CH:24]=[C:13]3[CH2:12]2)(=[O:10])=[O:9])=[CH:4][CH:3]=1. The catalyst class is: 216. (7) Reactant: Cl[C:2]1[N:10]=[CH:9][N:8]=[C:7]2[C:3]=1[N:4]=[C:5]([C:17]1[CH:22]=[CH:21][CH:20]=[CH:19][CH:18]=1)[N:6]2[C:11]1[CH:16]=[CH:15][CH:14]=[CH:13][CH:12]=1.Cl.Cl.[CH3:25][C:26]1[C:31]([CH3:32])=[CH:30][CH:29]=[CH:28][C:27]=1[N:33]1[CH2:38][CH2:37][N:36]([CH2:39][CH2:40][CH2:41][NH2:42])[CH2:35][CH2:34]1.C(N(CC)CC)C. Product: [CH3:25][C:26]1[C:31]([CH3:32])=[CH:30][CH:29]=[CH:28][C:27]=1[N:33]1[CH2:34][CH2:35][N:36]([CH2:39][CH2:40][CH2:41][NH:42][C:2]2[N:10]=[CH:9][N:8]=[C:7]3[C:3]=2[N:4]=[C:5]([C:17]2[CH:22]=[CH:21][CH:20]=[CH:19][CH:18]=2)[N:6]3[C:11]2[CH:16]=[CH:15][CH:14]=[CH:13][CH:12]=2)[CH2:37][CH2:38]1. The catalyst class is: 8. (8) Reactant: Cl.C(OC(=O)[NH:8][CH2:9][C:10]([NH:12][S:13]([C:16]1[CH:21]=[CH:20][C:19]([O:22][CH3:23])=[CH:18][CH:17]=1)(=[O:15])=[O:14])=[O:11])(C)(C)C. Product: [NH2:8][CH2:9][C:10]([NH:12][S:13]([C:16]1[CH:21]=[CH:20][C:19]([O:22][CH3:23])=[CH:18][CH:17]=1)(=[O:15])=[O:14])=[O:11]. The catalyst class is: 27. (9) Reactant: [C:1]1(=[O:11])[NH:5][C:4](=[O:6])[C:3]2=[CH:7][CH:8]=[CH:9][CH:10]=[C:2]12.[K].CS(O[CH2:18][CH2:19][CH2:20][CH2:21][CH2:22][CH2:23][CH2:24][CH2:25]/[CH:26]=[CH:27]\[CH2:28]/[CH:29]=[CH:30]\[CH2:31][CH2:32][CH2:33][CH2:34][CH3:35])(=O)=O.O. Product: [CH2:18]([C:10]1[CH:9]=[CH:8][CH:7]=[C:3]2[C:4]([NH:5][C:1](=[O:11])[C:2]=12)=[O:6])[CH2:19][CH2:20][CH2:21][CH2:22][CH2:23][CH2:24][CH2:25]/[CH:26]=[CH:27]\[CH2:28]/[CH:29]=[CH:30]\[CH2:31][CH2:32][CH2:33][CH2:34][CH3:35]. The catalyst class is: 3. (10) Reactant: [CH3:1][O:2][C:3]1[CH:4]=[C:5]([CH:8]=[CH:9][C:10]=1[O:11][CH3:12])[CH:6]=O.[CH2:13]([O:15][C:16](=[O:23])[CH2:17][C:18]([O:20][CH2:21][CH3:22])=[O:19])[CH3:14].C(O)(=O)C.N1CCCCC1. Product: [CH2:13]([O:15][C:16](=[O:23])[C:17](=[CH:6][C:5]1[CH:8]=[CH:9][C:10]([O:11][CH3:12])=[C:3]([O:2][CH3:1])[CH:4]=1)[C:18]([O:20][CH2:21][CH3:22])=[O:19])[CH3:14]. The catalyst class is: 638.